This data is from Full USPTO retrosynthesis dataset with 1.9M reactions from patents (1976-2016). The task is: Predict the reactants needed to synthesize the given product. (1) Given the product [CH:1]1([C:4]2[O:8][C:7](=[O:9])[N:6]([CH2:21][CH2:22][C:23]3[C:28]([Cl:29])=[CH:27][CH:26]=[CH:25][C:24]=3[Cl:30])[C:5]=2[C:10]([O:12][CH3:13])=[O:11])[CH2:2][CH2:3]1, predict the reactants needed to synthesize it. The reactants are: [CH:1]1([C:4]2[O:8][C:7](=[O:9])[NH:6][C:5]=2[C:10]([O:12][CH3:13])=[O:11])[CH2:3][CH2:2]1.[H-].[Na+].CS(O[CH2:21][CH2:22][C:23]1[C:28]([Cl:29])=[CH:27][CH:26]=[CH:25][C:24]=1[Cl:30])(=O)=O. (2) Given the product [ClH:1].[Cl:1][C:2]1[CH:3]=[CH:4][C:5]([C:8]([N:10]([C@@H:11]2[CH2:16][CH2:15][N:14]([CH2:17][CH:18]3[CH2:23][CH2:22][NH:21][CH2:20][CH2:19]3)[CH2:13][C@H:12]2[C:31]2[CH:36]=[CH:35][C:34]([Cl:37])=[C:33]([Cl:38])[CH:32]=2)[CH3:39])=[O:9])=[CH:6][CH:7]=1, predict the reactants needed to synthesize it. The reactants are: [Cl:1][C:2]1[CH:7]=[CH:6][C:5]([C:8]([N:10]([CH3:39])[C@@H:11]2[CH2:16][CH2:15][N:14]([CH2:17][CH:18]3[CH2:23][CH2:22][N:21](C(OC(C)(C)C)=O)[CH2:20][CH2:19]3)[CH2:13][C@H:12]2[C:31]2[CH:36]=[CH:35][C:34]([Cl:37])=[C:33]([Cl:38])[CH:32]=2)=[O:9])=[CH:4][CH:3]=1.Cl.C(OCC)(=O)C. (3) Given the product [Br:1][C@@H:2]([CH3:6])[C:3]([NH:7][C:8]1[CH:13]=[CH:12][CH:11]=[C:10]([CH3:14])[CH:9]=1)=[O:4], predict the reactants needed to synthesize it. The reactants are: [Br:1][C@@H:2]([CH3:6])[C:3](O)=[O:4].[NH2:7][C:8]1[CH:13]=[CH:12][CH:11]=[C:10]([CH3:14])[CH:9]=1.O.ON1C2C=CC=CC=2N=N1.C1(N=C=NC2CCCCC2)CCCCC1.ClCCl. (4) Given the product [CH2:17]([C:13]1[CH:12]=[C:11]([CH2:10][C:9]([NH2:8])([CH3:20])[CH3:19])[CH:16]=[CH:15][CH:14]=1)[CH3:18], predict the reactants needed to synthesize it. The reactants are: C([NH:8][C:9]([CH3:20])([CH3:19])[CH2:10][C:11]1[CH:16]=[CH:15][CH:14]=[C:13]([CH2:17][CH3:18])[CH:12]=1)C1C=CC=CC=1.